This data is from Drug-target binding data from BindingDB using IC50 measurements. The task is: Regression. Given a target protein amino acid sequence and a drug SMILES string, predict the binding affinity score between them. We predict pIC50 (pIC50 = -log10(IC50 in M); higher means more potent). Dataset: bindingdb_ic50. The small molecule is N#Cc1ccc2c(c1)[nH]c(=O)n2[C@H]1C[C@H](c2nnc(-c3ccncn3)n2-c2ccccc2Cl)C1. The target protein (Q9H0J9) has sequence MAQAGVVGEVTQVLCAAGGALELPELRRRLRMGLSADALERLLRQRGRFVVAVRAGGAAAAPERVVLAASPLRLCRAHQGSKPGCVGLCAQLHLCRFMVYGACKFLRAGKNCRNSHSLTTEHNLSVLRTHGVDHLSYNELCQLLFQNDPWLLPEICQHYNKGDGPHGSCAFQKQCIKLHICQYFLQGECKFGTSCKRSHDFSNSENLEKLEKLGMSSDLVSRLPTIYRNAHDIKNKSSAPSRVPPLFVPQGTSERKDSSGSVSPNTLSQEEGDQICLYHIRKSCSFQDKCHRVHFHLPYRWQFLDRGKWEDLDNMELIEEAYCNPKIERILCSESASTFHSHCLNFNAMTYGATQARRLSTASSVTKPPHFILTTDWIWYWSDEFGSWQEYGRQGTVHPVTTVSSSDVEKAYLAYCTPGSDGQAATLKFQAGKHNYELDFKAFVQKNLVYGTTKKVCRRPKYVSPQDVTTMQTCNTKFPGPKSIPDYWDSSALPDPGFQK.... The pIC50 is 5.0.